From a dataset of Catalyst prediction with 721,799 reactions and 888 catalyst types from USPTO. Predict which catalyst facilitates the given reaction. (1) Reactant: [NH2:1][C:2]1[N:7]=[CH:6][N:5]=[C:4]2[NH:8][N:9]=[C:10]([C:11]#[N:12])[C:3]=12.[H-].[Na+].[F:15][C:16]1[CH:17]=[C:18]2[C:23](=[CH:24][CH:25]=1)[N:22]=[CH:21][C:20]([C:26]1[CH:31]=[CH:30][CH:29]=[CH:28][N:27]=1)=[CH:19]2.C(=O)([O-])[O-].[K+].[K+].[CH3:38][CH2:39]OCC. Product: [NH2:1][C:2]1[N:7]=[CH:6][N:5]=[C:4]2[N:8]([C@H:38]([C:21]3[C:20]([C:26]4[CH:31]=[CH:30][CH:29]=[CH:28][N:27]=4)=[CH:19][C:18]4[C:23](=[CH:24][CH:25]=[C:16]([F:15])[CH:17]=4)[N:22]=3)[CH3:39])[N:9]=[C:10]([C:11]#[N:12])[C:3]=12. The catalyst class is: 3. (2) Reactant: [F:1][C:2]1[C:7]([OH:8])=[CH:6][CH:5]=[C:4]([F:9])[C:3]=1[NH:10][C:11](=O)[C:12]1[CH:17]=[CH:16][CH:15]=[C:14]([C:18]2[CH:23]=[CH:22][CH:21]=[C:20]([F:24])[CH:19]=2)[CH:13]=1. Product: [F:1][C:2]1[C:3]([NH:10][CH2:11][C:12]2[CH:17]=[CH:16][CH:15]=[C:14]([C:18]3[CH:23]=[CH:22][CH:21]=[C:20]([F:24])[CH:19]=3)[CH:13]=2)=[C:4]([F:9])[CH:5]=[CH:6][C:7]=1[OH:8]. The catalyst class is: 1. (3) Reactant: CN([CH:4]=[C:5]1[C:10](=[O:11])[CH2:9][CH2:8][CH2:7][C:6]1=O)C.C([O-])(=O)C.[Na+].[C:18]([S:21][CH3:22])(=[NH:20])[NH2:19]. Product: [CH3:22][S:21][C:18]1[N:19]=[CH:4][C:5]2[C:10](=[O:11])[CH2:9][CH2:8][CH2:7][C:6]=2[N:20]=1. The catalyst class is: 174.